Dataset: Peptide-MHC class I binding affinity with 185,985 pairs from IEDB/IMGT. Task: Regression. Given a peptide amino acid sequence and an MHC pseudo amino acid sequence, predict their binding affinity value. This is MHC class I binding data. (1) The peptide sequence is RLRLIHLLHQTI. The MHC is Mamu-B03 with pseudo-sequence YSSEYEENAGHTDADNLYLTYHYYTWAEVAYTWY. The binding affinity (normalized) is 0.454. (2) The peptide sequence is TQGYFPDWQNY. The MHC is HLA-B40:02 with pseudo-sequence HLA-B40:02. The binding affinity (normalized) is 0.